From a dataset of Forward reaction prediction with 1.9M reactions from USPTO patents (1976-2016). Predict the product of the given reaction. Given the reactants [C:1]([C:5]1[S:9][C:8]([C:10](OCC)=[O:11])=[N:7][N:6]=1)([CH3:4])([CH3:3])[CH3:2].[BH4-].[Na+].[Cl-].[Na+].Cl, predict the reaction product. The product is: [C:1]([C:5]1[S:9][C:8]([CH2:10][OH:11])=[N:7][N:6]=1)([CH3:4])([CH3:2])[CH3:3].